Task: Predict the product of the given reaction.. Dataset: Forward reaction prediction with 1.9M reactions from USPTO patents (1976-2016) (1) Given the reactants C(=O)([O-])[O-].[K+].[K+].F[B-](F)(F)F.C([PH+](C(C)(C)C)C(C)(C)C)(C)(C)C.Br[C:26]1[CH:27]=[N:28][C:29]([N:32]2[C:40]3[C:35](=[CH:36][CH:37]=[C:38]([C:41]([N:43]4[CH2:48][CH2:47][O:46][CH2:45][CH2:44]4)=[O:42])[CH:39]=3)[C:34]([S:49][CH3:50])=[CH:33]2)=[N:30][CH:31]=1.[CH3:51][N:52]1[CH:56]=[C:55](B(O)O)[CH:54]=[N:53]1, predict the reaction product. The product is: [CH3:51][N:52]1[CH:56]=[C:55]([C:26]2[CH:27]=[N:28][C:29]([N:32]3[C:40]4[C:35](=[CH:36][CH:37]=[C:38]([C:41]([N:43]5[CH2:48][CH2:47][O:46][CH2:45][CH2:44]5)=[O:42])[CH:39]=4)[C:34]([S:49][CH3:50])=[CH:33]3)=[N:30][CH:31]=2)[CH:54]=[N:53]1. (2) The product is: [CH2:13]([O:12][C:10]([N:6]1[CH2:7][CH2:8][CH2:9][CH:4]([C:2](=[O:3])[NH:20][C:21]2[CH:30]=[CH:29][CH:28]=[C:23]([C:24]([O:26][CH3:27])=[O:25])[C:22]=2[OH:31])[CH2:5]1)=[O:11])[C:14]1[CH:19]=[CH:18][CH:17]=[CH:16][CH:15]=1. Given the reactants Cl[C:2]([CH:4]1[CH2:9][CH2:8][CH2:7][N:6]([C:10]([O:12][CH2:13][C:14]2[CH:19]=[CH:18][CH:17]=[CH:16][CH:15]=2)=[O:11])[CH2:5]1)=[O:3].[NH2:20][C:21]1[C:22]([OH:31])=[C:23]([CH:28]=[CH:29][CH:30]=1)[C:24]([O:26][CH3:27])=[O:25], predict the reaction product. (3) The product is: [Cl:23][C:24]1[CH:25]=[C:26]2[C:30](=[CH:31][CH:32]=1)[NH:29][C:28](=[O:33])[C:27]2([C:34]1[C:35]([O:40][CH2:41][CH3:42])=[N:36][CH:37]=[CH:38][CH:39]=1)[CH2:43][C:44]([N:57]1[CH2:56][CH2:55][N:54]([CH:51]2[CH2:52][CH2:53][N:48]([CH3:47])[CH2:49][CH2:50]2)[CH2:59][CH2:58]1)=[O:46]. Given the reactants ON1C2C=CC=CC=2N=N1.Cl.CN(C)CCCN=C=NCC.[Cl:23][C:24]1[CH:25]=[C:26]2[C:30](=[CH:31][CH:32]=1)[NH:29][C:28](=[O:33])[C:27]2([CH2:43][C:44]([OH:46])=O)[C:34]1[C:35]([O:40][CH2:41][CH3:42])=[N:36][CH:37]=[CH:38][CH:39]=1.[CH3:47][N:48]1[CH2:53][CH2:52][CH:51]([N:54]2[CH2:59][CH2:58][NH:57][CH2:56][CH2:55]2)[CH2:50][CH2:49]1.C(N(CC)CC)C, predict the reaction product. (4) Given the reactants [OH-].[Na+].FC(F)(F)C([N:7]1[CH2:12][CH2:11][N:10]([C:13]2[CH:18]=[C:17]([S:19]([C:22]3[C:31]4[C:26](=[CH:27][CH:28]=[CH:29][CH:30]=4)[CH:25]=[CH:24][CH:23]=3)(=[O:21])=[O:20])[CH:16]=[CH:15][C:14]=2[O:32][CH3:33])[CH2:9][CH2:8]1)=O.O, predict the reaction product. The product is: [CH3:33][O:32][C:14]1[CH:15]=[CH:16][C:17]([S:19]([C:22]2[C:31]3[C:26](=[CH:27][CH:28]=[CH:29][CH:30]=3)[CH:25]=[CH:24][CH:23]=2)(=[O:21])=[O:20])=[CH:18][C:13]=1[N:10]1[CH2:11][CH2:12][NH:7][CH2:8][CH2:9]1. (5) Given the reactants [CH3:1][CH:2]([C@H:4]([CH2:20][C@H:21]([NH2:39])[C@@H:22]([OH:38])[CH2:23][C@H:24]([C:28]([NH:30][CH2:31][C:32]([C:35]([NH2:37])=[O:36])([CH3:34])[CH3:33])=[O:29])[CH:25]([CH3:27])[CH3:26])[CH2:5][C:6]1[CH:7]=[CH:8][C:9]([O:18][CH3:19])=[C:10]([O:12][CH2:13][CH2:14][CH2:15][O:16][CH3:17])[CH:11]=1)[CH3:3].[CH3:3][CH:2]([C@H:4]([CH2:20][C@H:21]([NH2:39])[C@@H:22]([OH:38])[CH2:23][C@H:24]([C:28]([NH:30][CH2:31][C:32]([C:35]([NH2:37])=[O:36])([CH3:33])[CH3:34])=[O:29])[CH:25]([CH3:26])[CH3:27])[CH2:5][C:6]1[CH:7]=[CH:8][C:9]([O:18][CH3:19])=[C:10]([O:12][CH2:13][CH2:14][CH2:15][O:16][CH3:17])[CH:11]=1)[CH3:1].C(/C(O)=O)=C\C(O)=O.N, predict the reaction product. The product is: [CH3:3][CH:2]([C@H:4]([CH2:20][C@H:21]([NH2:39])[C@@H:22]([OH:38])[CH2:23][C@H:24]([C:28]([NH:30][CH2:31][C:32]([C:35]([NH2:37])=[O:36])([CH3:33])[CH3:34])=[O:29])[CH:25]([CH3:26])[CH3:27])[CH2:5][C:6]1[CH:7]=[CH:8][C:9]([O:18][CH3:19])=[C:10]([O:12][CH2:13][CH2:14][CH2:15][O:16][CH3:17])[CH:11]=1)[CH3:1].